From a dataset of Full USPTO retrosynthesis dataset with 1.9M reactions from patents (1976-2016). Predict the reactants needed to synthesize the given product. (1) Given the product [Cl:1][C:2]([Cl:18])=[CH:3][CH2:4][O:5][C:6]1[CH:7]=[CH:8][C:9]([O:16][CH3:17])=[C:10]([C:11]2[N:12]=[C:24]([CH2:25][CH2:26][CH2:27][O:28][C:29]3[CH:34]=[CH:33][C:32]([C:35]([F:38])([F:36])[F:37])=[CH:31][N:30]=3)[O:14][N:13]=2)[CH:15]=1, predict the reactants needed to synthesize it. The reactants are: [Cl:1][C:2]([Cl:18])=[CH:3][CH2:4][O:5][C:6]1[CH:7]=[CH:8][C:9]([O:16][CH3:17])=[C:10]([CH:15]=1)[C:11]([NH:13][OH:14])=[NH:12].[H-].[Na+].C(O[C:24](=O)[CH2:25][CH2:26][CH2:27][O:28][C:29]1[CH:34]=[CH:33][C:32]([C:35]([F:38])([F:37])[F:36])=[CH:31][N:30]=1)C. (2) Given the product [C:22]([O:4][CH2:3][C@@:2]([NH:1][C:20](=[O:29])[CH3:21])([CH3:14])[CH2:5][CH2:6][C:7]1[N:8]([CH2:12][CH3:13])[CH:9]=[CH:10][CH:11]=1)(=[O:24])[CH3:23], predict the reactants needed to synthesize it. The reactants are: [NH2:1][C@:2]([CH3:14])([CH2:5][CH2:6][C:7]1[N:8]([CH2:12][CH3:13])[CH:9]=[CH:10][CH:11]=1)[CH2:3][OH:4].C(N([CH2:20][CH3:21])CC)C.[C:22](OC(=O)C)(=[O:24])[CH3:23].[OH2:29].